Predict the product of the given reaction. From a dataset of Forward reaction prediction with 1.9M reactions from USPTO patents (1976-2016). (1) Given the reactants [Br:1][C:2]1[CH:7]=[CH:6][C:5]([C:8]2[O:12][N:11]=[C:10]([C:13]3[CH:18]=[CH:17][C:16]([O:19]C(C)C)=[C:15]([I:23])[CH:14]=3)[N:9]=2)=[CH:4][C:3]=1[Cl:24].ClC1C=C(C2ON=C(C3C=CC(OC(C)C)=C(I)C=3)N=2)C=CC=1OCCC, predict the reaction product. The product is: [Br:1][C:2]1[CH:7]=[CH:6][C:5]([C:8]2[O:12][N:11]=[C:10]([C:13]3[CH:18]=[CH:17][C:16]([OH:19])=[C:15]([I:23])[CH:14]=3)[N:9]=2)=[CH:4][C:3]=1[Cl:24]. (2) Given the reactants [Cl:1][C:2]1[CH:9]=[C:8]([Cl:10])[CH:7]=[CH:6][C:3]=1[CH:4]=O.[CH3:11][C:12](=O)[CH:13]=[CH2:14].[N:16]1([S:22]([C:25]2[CH:30]=[CH:29][C:28]([NH2:31])=[CH:27][CH:26]=2)(=[O:24])=[O:23])[CH2:21][CH2:20][CH2:19][CH2:18][CH2:17]1, predict the reaction product. The product is: [Cl:1][C:2]1[CH:9]=[C:8]([Cl:10])[CH:7]=[CH:6][C:3]=1[C:4]1[N:31]([C:28]2[CH:29]=[CH:30][C:25]([S:22]([N:16]3[CH2:21][CH2:20][CH2:19][CH2:18][CH2:17]3)(=[O:24])=[O:23])=[CH:26][CH:27]=2)[C:12]([CH3:11])=[CH:13][CH:14]=1. (3) Given the reactants CN([C:4]([O:8]N1N=NC2C=CC=CC1=2)=[N+](C)C)C.[B-](F)(F)(F)F.[F:23][C:24]1[CH:32]=[CH:31][C:27](C(O)=O)=[CH:26][N:25]=1.FC(F)(F)C(O)=O.[CH3:40][O:41][C:42]1[CH:62]=[CH:61][C:45]([O:46][C:47]2[CH:60]=[CH:59][C:50]([CH2:51][NH:52][C:53]([C:55]3([NH2:58])[CH2:57][CH2:56]3)=[O:54])=[CH:49][CH:48]=2)=[C:44]([C:63]([F:66])([F:65])[F:64])[CH:43]=1, predict the reaction product. The product is: [F:23][C:24]1[CH:32]=[C:31]([CH:27]=[CH:26][N:25]=1)[C:4]([NH:58][C:55]1([C:53](=[O:54])[NH:52][CH2:51][C:50]2[CH:59]=[CH:60][C:47]([O:46][C:45]3[CH:61]=[CH:62][C:42]([O:41][CH3:40])=[CH:43][C:44]=3[C:63]([F:64])([F:65])[F:66])=[CH:48][CH:49]=2)[CH2:56][CH2:57]1)=[O:8].